From a dataset of Forward reaction prediction with 1.9M reactions from USPTO patents (1976-2016). Predict the product of the given reaction. Given the reactants C[O:2][C:3]([C:5]1[CH:9]=[C:8]([C:10]2[CH:15]=[CH:14][C:13]([C:16]#[N:17])=[CH:12][N:11]=2)[N:7]([C:18]2[N:19]=[N:20][C:21]([O:24][CH3:25])=[CH:22][CH:23]=2)[N:6]=1)=[O:4].O.[OH-].[Li+].Cl.C(Cl)(Cl)Cl.O, predict the reaction product. The product is: [C:16]([C:13]1[CH:14]=[CH:15][C:10]([C:8]2[N:7]([C:18]3[N:19]=[N:20][C:21]([O:24][CH3:25])=[CH:22][CH:23]=3)[N:6]=[C:5]([C:3]([OH:4])=[O:2])[CH:9]=2)=[N:11][CH:12]=1)#[N:17].